This data is from Forward reaction prediction with 1.9M reactions from USPTO patents (1976-2016). The task is: Predict the product of the given reaction. Given the reactants [OH:1][C:2]1[CH:10]=[C:9]([N+:11]([O-:13])=[O:12])[CH:8]=[CH:7][C:3]=1[C:4]([OH:6])=[O:5], predict the reaction product. The product is: [CH2:10]([O:1][C:2]1[CH:10]=[C:9]([N+:11]([O-:13])=[O:12])[CH:8]=[CH:7][C:3]=1[C:4]([O:6][CH2:9][CH:8]=[CH2:7])=[O:5])[CH:2]=[CH2:3].